This data is from Full USPTO retrosynthesis dataset with 1.9M reactions from patents (1976-2016). The task is: Predict the reactants needed to synthesize the given product. (1) The reactants are: [CH3:1][N:2]1[C:6]([OH:7])=[C:5]([C:8]2[C:13]([F:14])=[CH:12][C:11]([F:15])=[CH:10][C:9]=2[F:16])[C:4]([CH3:17])=[N:3]1.[F:18][C:19]1[CH:20]=[C:21]([N+:27]([O-:29])=[O:28])[CH:22]=[C:23]([F:26])[C:24]=1F.C(=O)([O-])[O-].[K+].[K+]. Given the product [F:18][C:19]1[CH:20]=[C:21]([N+:27]([O-:29])=[O:28])[CH:22]=[C:23]([F:26])[C:24]=1[O:7][C:6]1[N:2]([CH3:1])[N:3]=[C:4]([CH3:17])[C:5]=1[C:8]1[C:13]([F:14])=[CH:12][C:11]([F:15])=[CH:10][C:9]=1[F:16], predict the reactants needed to synthesize it. (2) Given the product [OH:1][C@@H:2]1[CH2:6][CH2:5][CH2:4][C@H:3]1[C:7]([NH:12][NH2:13])=[O:9], predict the reactants needed to synthesize it. The reactants are: [OH:1][C@@H:2]1[CH2:6][CH2:5][CH2:4][C@H:3]1[C:7]([O:9]C)=O.O.[NH2:12][NH2:13]. (3) Given the product [Cl:7][C:8]1[CH:14]=[CH:13][C:12]([CH3:15])=[C:11]([NH:1][S:17]([CH3:16])(=[O:19])=[O:18])[CH:9]=1, predict the reactants needed to synthesize it. The reactants are: [N:1]1C=CC=CC=1.[Cl:7][C:8]1[CH:14]=[CH:13][C:12]([CH3:15])=[CH:11][C:9]=1N.[CH3:16][S:17](Cl)(=[O:19])=[O:18]. (4) Given the product [CH3:28][C:29]([CH3:38])([CH3:37])[C:30]([O:32][CH2:33][C:34]1[S:35][C:8]([C:6]2[CH:5]=[CH:4][N:3]=[C:2]([Cl:1])[N:7]=2)=[C:9]([C:11]2[CH:16]=[CH:15][CH:14]=[C:13]([NH:17][C:18]([C:19]3[C:24]([F:25])=[CH:23][CH:22]=[CH:21][C:20]=3[F:26])=[O:27])[CH:12]=2)[N:36]=1)=[O:31], predict the reactants needed to synthesize it. The reactants are: [Cl:1][C:2]1[N:7]=[C:6]([CH2:8][C:9]([C:11]2[CH:12]=[C:13]([NH:17][C:18](=[O:27])[C:19]3[C:24]([F:25])=[CH:23][CH:22]=[CH:21][C:20]=3[F:26])[CH:14]=[CH:15][CH:16]=2)=O)[CH:5]=[CH:4][N:3]=1.[CH3:28][C:29]([CH3:38])([CH3:37])[C:30]([O:32][CH2:33][C:34]([NH2:36])=[S:35])=[O:31].